From a dataset of Catalyst prediction with 721,799 reactions and 888 catalyst types from USPTO. Predict which catalyst facilitates the given reaction. (1) Reactant: [N+:1]([C:4]1[CH:9]=[CH:8][C:7]([OH:10])=[CH:6][CH:5]=1)([O-:3])=[O:2].Cl[C:12]([O:14][CH2:15][CH3:16])=[O:13].N1C=CC=CC=1.C(OCC)(=O)C. Product: [C:12](=[O:13])([O:10][C:7]1[CH:8]=[CH:9][C:4]([N+:1]([O-:3])=[O:2])=[CH:5][CH:6]=1)[O:14][CH2:15][CH3:16]. The catalyst class is: 4. (2) Reactant: Cl[C:2]1[N:7]=[C:6]([NH:8][C@H:9]([C:11]2[CH:16]=[CH:15][C:14]([F:17])=[CH:13][N:12]=2)[CH3:10])[CH:5]=[CH:4][N:3]=1.[CH3:18][O:19][C:20]1[C:25]([NH2:26])=[CH:24][CH:23]=[CH:22][N:21]=1.C(=O)([O-])[O-].[Cs+].[Cs+].CC1(C)C2C=CC=C(P(C3C=CC=CC=3)C3C=CC=CC=3)C=2OC2C1=CC=CC=2P(C1C=CC=CC=1)C1C=CC=CC=1. Product: [F:17][C:14]1[CH:15]=[CH:16][C:11]([C@@H:9]([NH:8][C:6]2[CH:5]=[CH:4][N:3]=[C:2]([NH:26][C:25]3[C:20]([O:19][CH3:18])=[N:21][CH:22]=[CH:23][CH:24]=3)[N:7]=2)[CH3:10])=[N:12][CH:13]=1. The catalyst class is: 102. (3) Reactant: [CH3:1][S:2]([C:5]1[CH:12]=[CH:11][C:8]([CH2:9]Cl)=[CH:7][CH:6]=1)(=[O:4])=[O:3].[CH3:13][S:14]([O-:16])=[O:15].[Na+].O. Product: [CH3:1][S:2]([C:5]1[CH:12]=[CH:11][C:8]([CH2:9][S:14]([CH3:13])(=[O:16])=[O:15])=[CH:7][CH:6]=1)(=[O:4])=[O:3]. The catalyst class is: 3. (4) Reactant: [NH2:1][CH2:2][C:3]1[C:4]([CH3:20])=[CH:5][C:6]([CH2:11][NH:12][C:13](=[O:19])[O:14][C:15]([CH3:18])([CH3:17])[CH3:16])=[N:7][C:8]=1[O:9][CH3:10].[Br:21][C:22]1[CH:23]=[C:24]([C:35](O)=[O:36])[C:25]2[C:26]([CH3:34])=[CH:27][N:28]([CH:31]([CH3:33])[CH3:32])[C:29]=2[CH:30]=1.C1C=NC2N(O)N=NC=2C=1.C(Cl)CCl. Product: [Br:21][C:22]1[CH:23]=[C:24]([C:35]([NH:1][CH2:2][C:3]2[C:4]([CH3:20])=[CH:5][C:6]([CH2:11][NH:12][C:13](=[O:19])[O:14][C:15]([CH3:16])([CH3:17])[CH3:18])=[N:7][C:8]=2[O:9][CH3:10])=[O:36])[C:25]2[C:26]([CH3:34])=[CH:27][N:28]([CH:31]([CH3:32])[CH3:33])[C:29]=2[CH:30]=1. The catalyst class is: 139. (5) Reactant: [CH:1]1[C:9]2[C:8]3[CH:10]=[CH:11][CH:12]=[CH:13][C:7]=3[O:6][C:5]=2[CH:4]=[CH:3][CH:2]=1.[N+:14]([O-])([OH:16])=[O:15]. Product: [N+:14]([C:3]1[CH:2]=[CH:1][C:9]2[C:8]3[CH:10]=[CH:11][CH:12]=[CH:13][C:7]=3[O:6][C:5]=2[CH:4]=1)([O-:16])=[O:15]. The catalyst class is: 15. (6) Reactant: Cl.[CH3:2][NH:3][O:4][CH3:5].CCN(C(C)C)C(C)C.C[Al](C)C.[F:19][CH:20]([F:41])[O:21][C:22]1[CH:27]=[CH:26][CH:25]=[CH:24][C:23]=1[N:28]1[CH:33]=[C:32]([O:34][CH3:35])[C:31](=[O:36])[C:30]([C:37]([O:39]C)=O)=[N:29]1. Product: [F:41][CH:20]([F:19])[O:21][C:22]1[CH:27]=[CH:26][CH:25]=[CH:24][C:23]=1[N:28]1[CH:33]=[C:32]([O:34][CH3:35])[C:31](=[O:36])[C:30]([C:37]([N:3]([O:4][CH3:5])[CH3:2])=[O:39])=[N:29]1. The catalyst class is: 2.